Dataset: Forward reaction prediction with 1.9M reactions from USPTO patents (1976-2016). Task: Predict the product of the given reaction. (1) Given the reactants [Cl:1][C:2]1[C:3]([O:12][C:13]2[CH:18]=[C:17]([O:19][CH:20]([CH2:25][O:26][CH2:27][CH3:28])[CH2:21][O:22][CH2:23][CH3:24])[CH:16]=[CH:15][C:14]=2/[CH:29]=[CH:30]/[C:31]([O:33]CC)=[O:32])=[N:4][CH:5]=[C:6]([C:8]([F:11])([F:10])[F:9])[CH:7]=1.[OH-].[Na+].O1CCCC1, predict the reaction product. The product is: [Cl:1][C:2]1[C:3]([O:12][C:13]2[CH:18]=[C:17]([O:19][CH:20]([CH2:21][O:22][CH2:23][CH3:24])[CH2:25][O:26][CH2:27][CH3:28])[CH:16]=[CH:15][C:14]=2/[CH:29]=[CH:30]/[C:31]([OH:33])=[O:32])=[N:4][CH:5]=[C:6]([C:8]([F:9])([F:10])[F:11])[CH:7]=1. (2) Given the reactants [CH:1]([O:4][C:5]1[CH:14]=[C:13]([C:15]([F:18])([F:17])[F:16])[C:12]2[CH:11]=[C:10]3[N:19]([CH2:24][C:25]([F:28])([F:27])[F:26])[C:20](=O)[CH2:21][O:22][C:9]3=[CH:8][C:7]=2[N:6]=1)([CH3:3])[CH3:2].[CH2:29]1COCC1, predict the reaction product. The product is: [CH:1]([O:4][C:5]1[CH:14]=[C:13]([C:15]([F:16])([F:17])[F:18])[C:12]2[CH:11]=[C:10]3[N:19]([CH2:24][C:25]([F:26])([F:27])[F:28])[C:20](=[CH2:29])[CH2:21][O:22][C:9]3=[CH:8][C:7]=2[N:6]=1)([CH3:2])[CH3:3]. (3) The product is: [Cl:32][C:33]1[CH:38]=[CH:37][C:36]([C:39]2([OH:45])[CH2:40][CH2:41][N:42]([C:21]([C:20]3[CH:24]=[CH:25][CH:26]=[C:18]([C:16]4[CH:15]=[N:14][C:10]5[NH:11][CH2:12][CH2:13][N:8]([CH2:7][C:6]6[CH:27]=[C:2]([Cl:1])[CH:3]=[CH:4][C:5]=6[C:28]([F:30])([F:29])[F:31])[C:9]=5[CH:17]=4)[CH:19]=3)=[O:23])[CH2:43][CH2:44]2)=[CH:35][CH:34]=1. Given the reactants [Cl:1][C:2]1[CH:3]=[CH:4][C:5]([C:28]([F:31])([F:30])[F:29])=[C:6]([CH:27]=1)[CH2:7][N:8]1[CH2:13][CH2:12][NH:11][C:10]2[N:14]=[CH:15][C:16]([C:18]3[CH:19]=[C:20]([CH:24]=[CH:25][CH:26]=3)[C:21]([OH:23])=O)=[CH:17][C:9]1=2.[Cl:32][C:33]1[CH:38]=[CH:37][C:36]([C:39]2([OH:45])[CH2:44][CH2:43][NH:42][CH2:41][CH2:40]2)=[CH:35][CH:34]=1, predict the reaction product. (4) Given the reactants Cl[C:2]1[C:3]([Cl:18])=[C:4]([C:7]([C:10]2[CH:15]=[CH:14][CH:13]=[C:12]([O:16][CH3:17])[CH:11]=2)=[CH:8][N:9]=1)[C:5]#[N:6].[NH2:19][C:20]1[C:21]([CH3:26])=[CH:22][CH:23]=[CH:24][CH:25]=1, predict the reaction product. The product is: [Cl:18][C:3]1[C:2]([NH:19][C:20]2[CH:25]=[CH:24][CH:23]=[CH:22][C:21]=2[CH3:26])=[N:9][CH:8]=[C:7]([C:10]2[CH:15]=[CH:14][CH:13]=[C:12]([O:16][CH3:17])[CH:11]=2)[C:4]=1[C:5]#[N:6]. (5) The product is: [C:12]([C:4]1[CH:5]=[C:6]([O:10][CH3:11])[CH:7]=[C:8]([CH3:9])[C:3]=1[O:2][CH3:1])#[CH:13]. Given the reactants [CH3:1][O:2][C:3]1[C:8]([CH3:9])=[CH:7][C:6]([O:10][CH3:11])=[CH:5][C:4]=1[C:12]#[C:13][Si](C)(C)C.O.[F-].C([N+](CCCC)(CCCC)CCCC)CCC, predict the reaction product.